Predict the product of the given reaction. From a dataset of Forward reaction prediction with 1.9M reactions from USPTO patents (1976-2016). Given the reactants [NH2:1][CH:2]([CH3:7])[CH2:3][C:4]([OH:6])=[O:5].[OH-].[K+].Cl[C:11]([O:13][CH2:14][C:15]1[CH:20]=[CH:19][CH:18]=[CH:17][CH:16]=1)=[O:12], predict the reaction product. The product is: [CH2:14]([O:13][C:11]([NH:1][CH:2]([CH3:7])[CH2:3][C:4]([OH:6])=[O:5])=[O:12])[C:15]1[CH:20]=[CH:19][CH:18]=[CH:17][CH:16]=1.